Dataset: Reaction yield outcomes from USPTO patents with 853,638 reactions. Task: Predict the reaction yield, written as a fraction of the theoretical maximum amount of product (1.0 means a 100% yield; for example, 0.34 means a 34% yield). (1) The reactants are [OH-].[Na+:2].[C:3]([CH2:5][C:6]([O:8][CH2:9][CH3:10])=[O:7])#[N:4].[C:11](=[S:13])=[S:12]. The catalyst is O.CCO. The product is [C:3]([C:5]([C:6]([O:8][CH2:9][CH3:10])=[O:7])=[C:11]([S-:13])[S-:12])#[N:4].[Na+:2].[Na+:2]. The yield is 0.970. (2) The reactants are Br[C:2]1[CH:3]=[CH:4][C:5]2[O:11][CH2:10][CH2:9][N:8]3[CH:12]=[C:13]([C:15]4[N:19]([C:20]5[CH:25]=[CH:24][CH:23]=[CH:22][C:21]=5[Cl:26])[N:18]=[CH:17][N:16]=4)[N:14]=[C:7]3[C:6]=2[CH:27]=1.[Cl:28][C:29]1[CH:34]=[CH:33][C:32](B(O)O)=[CH:31][CH:30]=1.C([O-])([O-])=O.[Cs+].[Cs+].O. The catalyst is O1CCOCC1.C1C=CC(P(C2C=CC=CC=2)[C-]2C=CC=C2)=CC=1.C1C=CC(P(C2C=CC=CC=2)[C-]2C=CC=C2)=CC=1.Cl[Pd]Cl.[Fe+2]. The yield is 0.168. The product is [Cl:28][C:29]1[CH:34]=[CH:33][C:32]([C:2]2[CH:3]=[CH:4][C:5]3[O:11][CH2:10][CH2:9][N:8]4[CH:12]=[C:13]([C:15]5[N:19]([C:20]6[CH:25]=[CH:24][CH:23]=[CH:22][C:21]=6[Cl:26])[N:18]=[CH:17][N:16]=5)[N:14]=[C:7]4[C:6]=3[CH:27]=2)=[CH:31][CH:30]=1.